This data is from Catalyst prediction with 721,799 reactions and 888 catalyst types from USPTO. The task is: Predict which catalyst facilitates the given reaction. (1) Reactant: [CH2:1]([N:3]1[C:9](=[O:10])[C:8]([CH3:12])([CH3:11])[C:7](=[O:13])[N:6]([CH3:14])[C:5]2[CH:15]=[C:16]([CH:19]=[O:20])[CH:17]=[CH:18][C:4]1=2)[CH3:2].CC(=CC)C.P([O-])(O)(O)=[O:27].[Na+].Cl([O-])=O.[Na+]. Product: [CH2:1]([N:3]1[C:9](=[O:10])[C:8]([CH3:12])([CH3:11])[C:7](=[O:13])[N:6]([CH3:14])[C:5]2[CH:15]=[C:16]([C:19]([OH:27])=[O:20])[CH:17]=[CH:18][C:4]1=2)[CH3:2]. The catalyst class is: 878. (2) Reactant: [CH3:1][N:2]1[CH:6]=[C:5]([C:7]2[CH:8]=[N:9][C:10]3[N:11]([N:13]=[CH:14][C:15]=3[C:16]3[CH:17]=[C:18]([C:21]([NH:23][CH2:24][C:25]([F:28])([F:27])[F:26])=[O:22])[S:19][CH:20]=3)[CH:12]=2)[CH:4]=[N:3]1.S(Cl)([Cl:31])=O. Product: [Cl:31][C:20]1[S:19][C:18]([C:21]([NH:23][CH2:24][C:25]([F:27])([F:28])[F:26])=[O:22])=[CH:17][C:16]=1[C:15]1[CH:14]=[N:13][N:11]2[CH:12]=[C:7]([C:5]3[CH:4]=[N:3][N:2]([CH3:1])[CH:6]=3)[CH:8]=[N:9][C:10]=12. The catalyst class is: 3. (3) Reactant: [C:1]([C:3]1[C:8]([C:9]2[CH:14]=[CH:13][CH:12]=[C:11]([CH:15]=O)[CH:10]=2)=[CH:7][C:6]([CH2:17][NH:18][C:19]([C:21]2[CH:26]=[CH:25][CH:24]=[C:23]([C:27]([NH:29][CH2:30][C:31]3[C:32]([NH:44][CH:45]4[CH2:50][CH2:49][O:48][CH2:47][CH2:46]4)=[C:33]4[CH:41]=[N:40][N:39]([CH2:42][CH3:43])[C:34]4=[N:35][C:36]=3[CH2:37][CH3:38])=[O:28])[CH:22]=2)=[O:20])=[CH:5][CH:4]=1)#[N:2].[CH3:51][N:52]1[CH2:58][CH2:57][CH2:56][NH:55][CH2:54][CH2:53]1.C(O[BH-](OC(=O)C)OC(=O)C)(=O)C.[Na+].CC(O)=O. Product: [C:1]([C:3]1[C:8]([C:9]2[CH:14]=[CH:13][CH:12]=[C:11]([CH2:15][N:55]3[CH2:56][CH2:57][CH2:58][N:52]([CH3:51])[CH2:53][CH2:54]3)[CH:10]=2)=[CH:7][C:6]([CH2:17][NH:18][C:19]([C:21]2[CH:26]=[CH:25][CH:24]=[C:23]([C:27]([NH:29][CH2:30][C:31]3[C:32]([NH:44][CH:45]4[CH2:50][CH2:49][O:48][CH2:47][CH2:46]4)=[C:33]4[CH:41]=[N:40][N:39]([CH2:42][CH3:43])[C:34]4=[N:35][C:36]=3[CH2:37][CH3:38])=[O:28])[CH:22]=2)=[O:20])=[CH:5][CH:4]=1)#[N:2]. The catalyst class is: 2. (4) Reactant: BrC1C=CC2N[C:7]3[C:12]([O:13]C=2C=1)=[CH:11][C:10](Br)=[CH:9][CH:8]=3.B1(B2[O:30][C:29]([CH3:32])(C)[C:28]([CH3:34])([CH3:33])O2)O[C:28]([CH3:34])([CH3:33])[C:29](C)([CH3:32])[O:30]1.[C:35]([O-])(=[O:37])[CH3:36].[K+].CN(C=[O:44])C. Product: [OH:13][C:12]1[CH:11]=[CH:10][C:9]2[C:34](=[O:44])[C:28]3[C:29]([O:30][C:8]=2[CH:7]=1)=[CH:32][C:35]([OH:37])=[CH:36][CH:33]=3. The catalyst class is: 140. (5) Reactant: S(O)(O)(=O)=O.[NH2:6]O.C(=O)([O-])[O-].[K+].[K+].S([O-])([O-])=O.[Na+].[Na+].[OH:20][C:21]1[CH:30]=[CH:29][CH:28]=[C:27]([O:31][CH2:32][C:33]([F:36])([F:35])[F:34])[C:22]=1[C:23](OC)=[O:24]. Product: [F:34][C:33]([F:36])([F:35])[CH2:32][O:31][C:27]1[C:22]2[C:23]([OH:24])=[N:6][O:20][C:21]=2[CH:30]=[CH:29][CH:28]=1. The catalyst class is: 6.